This data is from Forward reaction prediction with 1.9M reactions from USPTO patents (1976-2016). The task is: Predict the product of the given reaction. (1) Given the reactants Br[C:2]1[CH:3]=[C:4]([CH:13]=[CH:14][CH:15]=1)[O:5][CH2:6][CH:7]1[CH2:12][CH2:11][O:10][CH2:9][CH2:8]1.[CH2:16]([NH:19][C:20](=[O:25])[C:21]([F:24])([F:23])[F:22])[CH:17]=[CH2:18].CC1C=CC=CC=1P(C1C=CC=CC=1C)C1C=CC=CC=1C.CCN(CC)CC, predict the reaction product. The product is: [F:22][C:21]([F:24])([F:23])[C:20]([NH:19][CH2:16]/[CH:17]=[CH:18]/[C:2]1[CH:15]=[CH:14][CH:13]=[C:4]([O:5][CH2:6][CH:7]2[CH2:12][CH2:11][O:10][CH2:9][CH2:8]2)[CH:3]=1)=[O:25]. (2) Given the reactants [F:1][C:2]1[CH:3]=[C:4]([N+:9]([O-:11])=[O:10])[CH:5]=[CH:6][C:7]=1F.CCN(CC)CC.[CH2:19]([O:21][CH2:22][CH2:23][CH2:24][NH2:25])[CH3:20], predict the reaction product. The product is: [CH2:19]([O:21][CH2:22][CH2:23][CH2:24][NH:25][C:7]1[CH:6]=[CH:5][C:4]([N+:9]([O-:11])=[O:10])=[CH:3][C:2]=1[F:1])[CH3:20]. (3) The product is: [CH2:4]([C:6]1[C:14]2[C:9](=[N:10][CH:11]=[CH:12][N:13]=2)[NH:8][C:7]=1[C:15]1[CH:20]=[CH:19][C:18]([C:28]([OH:27])([CH3:29])[CH3:30])=[CH:17][CH:16]=1)[CH3:5]. Given the reactants C[Mg]Cl.[CH2:4]([C:6]1[C:14]2[C:9](=[N:10][CH:11]=[CH:12][N:13]=2)[NH:8][C:7]=1[C:15]1[CH:20]=[CH:19][C:18](CC=O)=[CH:17][CH:16]=1)[CH3:5].C([O:27][CH2:28][CH3:29])(=O)C.[CH3:30]CCCCCC, predict the reaction product. (4) Given the reactants C(OC([N:8]1[CH2:13][CH2:12][CH:11]([O:14][C:15]2[CH:20]=[CH:19][C:18]([CH:21]=[CH:22][C:23]([N:25]3[CH2:30][CH2:29][O:28][CH2:27][CH2:26]3)=[O:24])=[CH:17][N:16]=2)[CH2:10][CH2:9]1)=O)(C)(C)C.FC(F)(F)C(O)=O.O, predict the reaction product. The product is: [N:25]1([C:23](=[O:24])[CH:22]=[CH:21][C:18]2[CH:19]=[CH:20][C:15]([O:14][CH:11]3[CH2:12][CH2:13][NH:8][CH2:9][CH2:10]3)=[N:16][CH:17]=2)[CH2:30][CH2:29][O:28][CH2:27][CH2:26]1. (5) Given the reactants [C:1]1([C:3](=[CH:5][CH:6]=[CH:7][CH:8]=1)[OH:4])[OH:2].[H-].[Na+].[CH3:11][O:12][CH2:13][CH2:14][CH2:15]Br, predict the reaction product. The product is: [CH3:11][O:12][CH2:13][CH2:14][CH2:15][O:2][C:1]1[CH:8]=[CH:7][CH:6]=[CH:5][C:3]=1[OH:4].